The task is: Predict the reaction yield, written as a fraction of the theoretical maximum amount of product (1.0 means a 100% yield; for example, 0.34 means a 34% yield).. This data is from Reaction yield outcomes from USPTO patents with 853,638 reactions. The reactants are [N:1]1[CH:6]=[CH:5][CH:4]=[CH:3][C:2]=1[CH2:7][C:8]12[CH2:28][CH2:27][C:22]3([O:26][CH2:25][CH2:24][O:23]3)[CH2:21][CH:9]1[CH2:10][CH2:11][CH2:12][C:13]1[CH:18]=[C:17]([CH:19]=[O:20])[N:16]=[CH:15][C:14]=12.[F:29][C:30]1[CH:35]=[CH:34][C:33]([Mg]Br)=[CH:32][CH:31]=1.[NH4+].[Cl-].CC(OI1(OC(C)=O)(OC(C)=O)OC(=O)C2C=CC=CC1=2)=O.C([O-])(O)=O.[Na+].[O-]S([O-])(=S)=O.[Na+].[Na+]. The catalyst is C1COCC1. The product is [F:29][C:30]1[CH:35]=[CH:34][C:33]([C:19]([C:17]2[N:16]=[CH:15][C:14]3[C@:8]4([CH2:7][C:2]5[CH:3]=[CH:4][CH:5]=[CH:6][N:1]=5)[CH2:28][CH2:27][C:22]5([O:26][CH2:25][CH2:24][O:23]5)[CH2:21][C@H:9]4[CH2:10][CH2:11][CH2:12][C:13]=3[CH:18]=2)=[O:20])=[CH:32][CH:31]=1. The yield is 0.450.